This data is from Experimentally validated miRNA-target interactions with 360,000+ pairs, plus equal number of negative samples. The task is: Binary Classification. Given a miRNA mature sequence and a target amino acid sequence, predict their likelihood of interaction. (1) The miRNA is hsa-miR-520d-5p with sequence CUACAAAGGGAAGCCCUUUC. The protein sequence of the target gene is MRRVLRLLLGCFLTELCARMCRAQERSGHGQLAQLGGVLLLTGGNRSGAASGEAGEGVGGSDAPPTRAPTPDSCRGYFDVMGQWDPPFNCSSGDFIFCCGTCGFRFCCTFKKRRLNQSTCTNYDTPLWLNTGKPPARKDDPLHDPTKDKTNLIVYIICGVVAVMVLVGIFTKLGLEKAHRPQREHMSRALADVMRPQGHCNTDHMERDLNIVVHVQHYENMDSRTPINNLHTTQMNNAVPTSPLLQQMGHPHSYPNLGQISNPYEQQPPGKELNKYASLKAVGNSDGDWAVATLKSPKAD.... Result: 0 (no interaction). (2) The miRNA is hsa-miR-105-5p with sequence UCAAAUGCUCAGACUCCUGUGGU. The protein sequence of the target gene is MGRRRAPAGGSLGRALMRHQTQRSRSHRHTDSWLHTSELNDGYDWGRLNLQSVTEQSSLDDFLATAELAGTEFVAEKLNIKFVPAEARTGLLSFEESQRIKKLHEENKQFLCIPRRPNWNQNTTPEELKQAEKDNFLEWRRQLVRLEEEQKLILTPFERNLDFWRQLWRVIERSDIVVQIVDARNPLLFRCEDLECYVKEMDANKENVILINKADLLTAEQRSAWAMYFEKEDVKVIFWSALAGAIPLNGDSEEEANRDDRQSNTTKFGHSSFDQAEISHSESEHLPARDSPSLSENPTT.... Result: 0 (no interaction). (3) The miRNA is hsa-miR-6856-3p with sequence UACAGCCCUGUGAUCUUUCCAG. The protein sequence of the target gene is MTSSLHRPFRVPWLLWAVLLVSTTAASQNQERLCAFKDPYQQDLGIGESRISHENGTILCSKGSTCYGLWEKSKGDINLVKQGCWSHIGDPQECHYEECVVTTTPPSIQNGTYRFCCCSTDLCNVNFTENFPPPDTTPLSPPHSFNRDETIIIALASVSVLAVLIVALCFGYRMLTGDRKQGLHSMNMMEAAAAEPSLDLDNLKLLELIGRGRYGAVYKGSLDERPVAVKVFSFANRQNFINEKNIYRVPLMEHDNIARFIVGDERLTADGRMEYLLVMEYYPNGSLCKYLSLHTSDWVS.... Result: 0 (no interaction). (4) The miRNA is hsa-miR-3155b with sequence CCAGGCUCUGCAGUGGGA. The protein sequence of the target gene is MRAFLRNQKYEDMHNIIHILQIRKLRHRLSNFPRLPGILAPETVLLPFCYKVFRKKEKVKRSQKATEFIDYSIEQSHHAILTPLQTHLTMKGSSMKCSSLSSEAILFTLTLQLTQTLGLECCLLYLSKTIHPQII. Result: 1 (interaction). (5) The miRNA is hsa-miR-1277-3p with sequence UACGUAGAUAUAUAUGUAUUUU. The protein sequence of the target gene is MERLPHGRRDRSGGCRPHLAPGRAAAPASAARSVSSGIPVSATFLRPPGLFLRSTASSGRAGCAPGPGLDRALGAVGCGYPRTPKCARCRNHGVVSALKGHKRFCRWRDCACAKCTLIAERQRVMAAQVALRRQQAQEESEARGLHRLLYQGSSGSGAQASGGSGRTESPQVLNNPMAVAVLGAGASRHPGSRSVPTFEVFQQDYADRKQEPKQRNCESCQSRQEEPVSNTHHHSLGSSKGNVTVEKQGFMSSIPEHPDKSTIILSPCPTDQSGGEDSPRSFSSSDLESGNESEWARDYI.... Result: 0 (no interaction).